Dataset: Forward reaction prediction with 1.9M reactions from USPTO patents (1976-2016). Task: Predict the product of the given reaction. (1) Given the reactants [NH2:1][C:2]1[CH:7]=[CH:6][C:5]([S:8][CH2:9][C:10]2[CH:15]=[CH:14][CH:13]=[CH:12][CH:11]=2)=[CH:4][C:3]=1/[CH:16]=[CH:17]/[C:18]([O:20][CH2:21][CH3:22])=[O:19].[Br:23][C:24]1[CH:29]=[C:28]([O:30][CH3:31])[C:27](I)=[CH:26][C:25]=1[F:33].C([O-])([O-])=O.[Cs+].[Cs+].CC1(C)C2C(=C(P(C3C=CC=CC=3)C3C=CC=CC=3)C=CC=2)OC2C(P(C3C=CC=CC=3)C3C=CC=CC=3)=CC=CC1=2, predict the reaction product. The product is: [CH2:9]([S:8][C:5]1[CH:6]=[CH:7][C:2]([NH:1][C:27]2[CH:26]=[C:25]([F:33])[C:24]([Br:23])=[CH:29][C:28]=2[O:30][CH3:31])=[C:3](/[CH:16]=[CH:17]/[C:18]([O:20][CH2:21][CH3:22])=[O:19])[CH:4]=1)[C:10]1[CH:15]=[CH:14][CH:13]=[CH:12][CH:11]=1. (2) Given the reactants CCN(CC)CC.II.C1C=CC(P(C2C=CC=CC=2)C2C=CC=CC=2)=CC=1.[C:29]([O:33][C:34](=[O:63])[NH:35][CH2:36][C:37]1([C:40]([NH:42][NH:43][C:44]([CH:46]2[CH2:52][CH2:51][C@@H:50]3[CH2:53][N:47]2[C:48](=[O:62])[N:49]3[O:54][CH2:55][C:56]2[CH:61]=[CH:60][CH:59]=[CH:58][CH:57]=2)=O)=[O:41])[CH2:39][CH2:38]1)([CH3:32])([CH3:31])[CH3:30], predict the reaction product. The product is: [CH2:55]([O:54][N:49]1[C:48](=[O:62])[N:47]2[CH2:53][C@H:50]1[CH2:51][CH2:52][CH:46]2[C:44]1[O:41][C:40]([C:37]2([CH2:36][NH:35][C:34](=[O:63])[O:33][C:29]([CH3:32])([CH3:31])[CH3:30])[CH2:38][CH2:39]2)=[N:42][N:43]=1)[C:56]1[CH:61]=[CH:60][CH:59]=[CH:58][CH:57]=1. (3) Given the reactants [NH:1]1[CH2:5][CH2:4][CH2:3][CH2:2]1.[CH2:6]=[C:7]1[O:11][C:9](=[O:10])[CH2:8]1, predict the reaction product. The product is: [N:1]1([C:9](=[O:10])[CH2:8][C:7](=[O:11])[CH3:6])[CH2:5][CH2:4][CH2:3][CH2:2]1. (4) Given the reactants [CH2:1]([O:8][CH2:9][C:10]1[N:15]=[C:14]([NH2:16])[N:13]=[C:12]([NH2:17])[C:11]=1[C:18]1[CH:23]=[CH:22][C:21]([N+:24]([O-])=O)=[CH:20][CH:19]=1)[C:2]1[CH:7]=[CH:6][CH:5]=[CH:4][CH:3]=1, predict the reaction product. The product is: [NH2:24][C:21]1[CH:22]=[CH:23][C:18]([C:11]2[C:12]([NH2:17])=[N:13][C:14]([NH2:16])=[N:15][C:10]=2[CH2:9][O:8][CH2:1][C:2]2[CH:7]=[CH:6][CH:5]=[CH:4][CH:3]=2)=[CH:19][CH:20]=1. (5) Given the reactants [CH3:1][O:2][C:3]1[C:13]2=[C:14]3[C:6]([CH:7]=[CH:8][CH:9]=[C:10]3[CH2:11][C:12]2=O)=[CH:5][CH:4]=1.[O:16]=[C:17]1[CH:25]([CH2:26][C:27]([O:29][CH3:30])=[O:28])[C:24]2[C:19](=[CH:20][CH:21]=[CH:22][CH:23]=2)[N:18]1[CH:31]1[CH2:36][CH2:35][NH:34][CH2:33][CH2:32]1.C([BH3-])#N.[Na+], predict the reaction product. The product is: [CH3:1][O:2][C:3]1[C:13]2=[C:14]3[C:6]([CH:7]=[CH:8][CH:9]=[C:10]3[CH2:11][CH:12]2[N:34]2[CH2:35][CH2:36][CH:31]([N:18]3[C:19]4[C:24](=[CH:23][CH:22]=[CH:21][CH:20]=4)[CH:25]([CH2:26][C:27]([O:29][CH3:30])=[O:28])[C:17]3=[O:16])[CH2:32][CH2:33]2)=[CH:5][CH:4]=1. (6) Given the reactants C[O:2][C:3](=[O:38])[C@@H:4]([NH:14][C:15]([C:17]1[S:18][C:19]([C:25](=[O:37])[NH:26][CH2:27][C:28]2[CH:36]=[CH:35][CH:34]=[C:33]3[C:29]=2[CH:30]=[N:31][NH:32]3)=[CH:20][C:21]=1[CH:22]([CH3:24])[CH3:23])=[O:16])[CH2:5][NH:6][C:7]([C:9]1[S:10][CH:11]=[CH:12][CH:13]=1)=[O:8].O.[OH-].[Li+].Cl, predict the reaction product. The product is: [NH:32]1[C:33]2[C:29](=[C:28]([CH2:27][NH:26][C:25]([C:19]3[S:18][C:17]([C:15]([NH:14][C@@H:4]([CH2:5][NH:6][C:7]([C:9]4[S:10][CH:11]=[CH:12][CH:13]=4)=[O:8])[C:3]([OH:38])=[O:2])=[O:16])=[C:21]([CH:22]([CH3:24])[CH3:23])[CH:20]=3)=[O:37])[CH:36]=[CH:35][CH:34]=2)[CH:30]=[N:31]1. (7) Given the reactants [S:1]1[C:5]2[CH:6]=[CH:7][C:8]([CH2:10][CH2:11][OH:12])=[CH:9][C:4]=2[CH:3]=[CH:2]1.[OH-:13].[CH2:14]([N+](C)(C)C)[C:15]1[CH:20]=CC=CC=1.C(#N)C=C.Cl.S(=O)(=O)(O)O.[OH2:35], predict the reaction product. The product is: [S:1]1[C:5]2[CH:6]=[CH:7][C:8]([CH2:10][CH2:11][O:12][CH2:14][CH2:15][C:20]([OH:35])=[O:13])=[CH:9][C:4]=2[CH:3]=[CH:2]1.